Dataset: Full USPTO retrosynthesis dataset with 1.9M reactions from patents (1976-2016). Task: Predict the reactants needed to synthesize the given product. (1) Given the product [C:1]1([C@@H:7]([C:14]2[CH:19]=[CH:18][CH:17]=[C:16]([C:20]([F:23])([F:22])[F:21])[CH:15]=2)[N:8]2[CH2:9][CH2:10][N:11]([CH2:25][C:26]([O:28][CH3:29])=[O:27])[CH2:12][CH2:13]2)[CH:6]=[CH:5][CH:4]=[CH:3][CH:2]=1, predict the reactants needed to synthesize it. The reactants are: [C:1]1([CH:7]([C:14]2[CH:19]=[CH:18][CH:17]=[C:16]([C:20]([F:23])([F:22])[F:21])[CH:15]=2)[N:8]2[CH2:13][CH2:12][NH:11][CH2:10][CH2:9]2)[CH:6]=[CH:5][CH:4]=[CH:3][CH:2]=1.Br[CH2:25][C:26]([O:28][CH3:29])=[O:27].C(N(CC)CC)C. (2) Given the product [F:72][C:71]([F:74])([F:73])[C:69]([O-:75])=[O:70].[CH3:1][C:2]1[CH:7]=[C:6]([C:8]2[C:12]3[CH:13]=[N:14][C:15]([NH:17][C:47](=[O:48])[NH:49][CH2:50][C:51]4[CH:61]=[CH:60][N:59]=[CH:58][CH:57]=4)=[CH:16][C:11]=3[NH:10][N:9]=2)[CH:5]=[CH:4][NH+:3]=1, predict the reactants needed to synthesize it. The reactants are: [CH3:1][C:2]1[CH:7]=[C:6]([C:8]2[C:12]3[CH:13]=[N:14][C:15]([NH2:17])=[CH:16][C:11]=3[N:10](C(C3C=CC=CC=3)(C3C=CC=CC=3)C3C=CC=CC=3)[N:9]=2)[CH:5]=[CH:4][N:3]=1.N1C=CN=C1.C1N=CN([C:47]([N:49]2C=N[CH:51]=[CH:50]2)=[O:48])C=1.NCC1[CH:61]=[CH:60][N:59]=[CH:58][CH:57]=1.C([SiH](CC)CC)C.[C:69]([OH:75])([C:71]([F:74])([F:73])[F:72])=[O:70].